Dataset: Full USPTO retrosynthesis dataset with 1.9M reactions from patents (1976-2016). Task: Predict the reactants needed to synthesize the given product. (1) Given the product [N:1]1([CH2:5][C:6]([OH:8])=[O:7])[CH2:4][CH2:3][CH2:2]1.[ClH:13], predict the reactants needed to synthesize it. The reactants are: [N:1]1([CH2:5][C:6]([O:8]C(C)(C)C)=[O:7])[CH2:4][CH2:3][CH2:2]1.[ClH:13]. (2) Given the product [C:27]([C:26]1[CH:29]=[C:22]([C:19]2[N:18]=[CH:17][N:16]=[C:15]3[C:20]=2[N:21]=[C:13]([C:10]2[CH:9]=[CH:8][C:7]([N:4]4[CH2:5][CH2:6][O:1][CH2:2][CH2:3]4)=[CH:12][CH:11]=2)[NH:14]3)[CH:23]=[CH:24][C:25]=1[O:30][CH:31]1[CH2:36][CH2:35][N:34]([S:37]([NH2:40])(=[O:39])=[O:38])[CH2:33][CH2:32]1)#[N:28], predict the reactants needed to synthesize it. The reactants are: [O:1]1[CH2:6][CH2:5][N:4]([C:7]2[CH:12]=[CH:11][C:10]([C:13]3[NH:14][C:15]4[C:20]([N:21]=3)=[C:19]([C:22]3[CH:23]=[CH:24][C:25]([O:30][CH:31]5[CH2:36][CH2:35][NH:34][CH2:33][CH2:32]5)=[C:26]([CH:29]=3)[C:27]#[N:28])[N:18]=[CH:17][N:16]=4)=[CH:9][CH:8]=2)[CH2:3][CH2:2]1.[S:37](N)([NH2:40])(=[O:39])=[O:38]. (3) Given the product [CH3:20][C:21]1[C:29]([CH2:30][CH2:31][N:9]2[CH2:8][CH2:7][C:5]3([CH2:4][N:3]([C:12]4[CH:19]=[CH:18][C:15]([C:16]#[N:17])=[CH:14][N:13]=4)[C:2](=[O:1])[CH2:6]3)[CH2:11][CH2:10]2)=[CH:28][CH:27]=[C:26]2[C:22]=1[CH2:23][O:24][C:25]2=[O:33], predict the reactants needed to synthesize it. The reactants are: [O:1]=[C:2]1[CH2:6][C:5]2([CH2:11][CH2:10][NH:9][CH2:8][CH2:7]2)[CH2:4][N:3]1[C:12]1[CH:19]=[CH:18][C:15]([C:16]#[N:17])=[CH:14][N:13]=1.[CH3:20][C:21]1[C:29]([CH2:30][CH:31]=O)=[CH:28][CH:27]=[C:26]2[C:22]=1[CH2:23][O:24][C:25]2=[O:33].C(O[BH-](OC(=O)C)OC(=O)C)(=O)C.[Na+]. (4) Given the product [C:25]([C:29]1[CH:33]=[C:32]([NH:34][C:35]([NH:1][C:2]2[C:11]3[C:6](=[CH:7][CH:8]=[CH:9][CH:10]=3)[C:5]([O:12][C:13]3[C:22]4[N:21]=[C:20]([CH3:23])[C:19](=[O:24])[NH:18][C:17]=4[N:16]=[CH:15][CH:14]=3)=[CH:4][CH:3]=2)=[O:36])[N:31]([C:37]2[CH:42]=[CH:41][CH:40]=[CH:39][CH:38]=2)[N:30]=1)([CH3:28])([CH3:26])[CH3:27], predict the reactants needed to synthesize it. The reactants are: [NH2:1][C:2]1[C:11]2[C:6](=[CH:7][CH:8]=[CH:9][CH:10]=2)[C:5]([O:12][C:13]2[C:22]3[N:21]=[C:20]([CH3:23])[C:19](=[O:24])[NH:18][C:17]=3[N:16]=[CH:15][CH:14]=2)=[CH:4][CH:3]=1.[C:25]([C:29]1[CH:33]=[C:32]([N:34]=[C:35]=[O:36])[N:31]([C:37]2[CH:42]=[CH:41][CH:40]=[CH:39][CH:38]=2)[N:30]=1)([CH3:28])([CH3:27])[CH3:26]. (5) Given the product [CH3:18][O:19][C:20]1[CH:37]=[CH:36][CH:35]=[CH:34][C:21]=1[O:22][CH:23]1[CH2:28][CH2:27][CH:26]([C:29]([OH:31])=[O:30])[CH2:25][CH2:24]1, predict the reactants needed to synthesize it. The reactants are: FC1C=CC=CC=1OC1CCC(C(O)=O)CC1.[CH3:18][O:19][C:20]1[CH:37]=[CH:36][CH:35]=[CH:34][C:21]=1[O:22][CH:23]1[CH2:28][CH2:27][CH:26]([C:29]([O:31]CC)=[O:30])[CH2:25][CH2:24]1. (6) Given the product [C:23]([O:26][CH:10]1[N:9]=[C:8]([C:16]2[CH:21]=[CH:20][CH:19]=[CH:18][C:17]=2[F:22])[C:7]2[CH:6]=[CH:5][CH:4]=[C:3]([CH2:1][CH3:2])[C:13]=2[NH:12][C:11]1=[O:14])(=[O:25])[CH3:24], predict the reactants needed to synthesize it. The reactants are: [CH2:1]([C:3]1[C:13]2[NH:12][C:11](=[O:14])[CH2:10][N+:9]([O-])=[C:8]([C:16]3[CH:21]=[CH:20][CH:19]=[CH:18][C:17]=3[F:22])[C:7]=2[CH:6]=[CH:5][CH:4]=1)[CH3:2].[C:23]([O:26]C(=O)C)(=[O:25])[CH3:24]. (7) Given the product [N:21]1[CH:22]=[CH:23][CH:24]=[C:19]([CH2:18][N:7]2[CH2:6][CH2:5][N:4]([C:8]([O:10][C:11]([CH3:14])([CH3:13])[CH3:12])=[O:9])[CH2:3][C:2]2=[O:1])[C:20]=1[C:25]1[CH:30]=[CH:29][N:28]=[CH:27][CH:26]=1, predict the reactants needed to synthesize it. The reactants are: [O:1]=[C:2]1[NH:7][CH2:6][CH2:5][N:4]([C:8]([O:10][C:11]([CH3:14])([CH3:13])[CH3:12])=[O:9])[CH2:3]1.[H-].[Na+].Cl[CH2:18][C:19]1[C:20]([C:25]2[CH:30]=[CH:29][N:28]=[CH:27][CH:26]=2)=[N:21][CH:22]=[CH:23][CH:24]=1.C(=O)([O-])O.[Na+]. (8) Given the product [CH3:17][CH:16]([S:13]([NH:12][C@H:7]1[CH2:6][C:5]2[C:9](=[CH:10][CH:11]=[C:3]([CH2:2][N:33]3[CH:34]=[C:35]([C:36]([O:38][CH2:39][CH3:40])=[O:37])[C:31]([C:30]([F:29])([F:41])[F:42])=[N:32]3)[CH:4]=2)[CH2:8]1)(=[O:15])=[O:14])[CH3:18], predict the reactants needed to synthesize it. The reactants are: O[CH2:2][C:3]1[CH:4]=[C:5]2[C:9](=[CH:10][CH:11]=1)[CH2:8][C@@H:7]([NH:12][S:13]([CH:16]([CH3:18])[CH3:17])(=[O:15])=[O:14])[CH2:6]2.S(Cl)(Cl)=O.C(=O)([O-])[O-].[K+].[K+].[F:29][C:30]([F:42])([F:41])[C:31]1[C:35]([C:36]([O:38][CH2:39][CH3:40])=[O:37])=[CH:34][NH:33][N:32]=1. (9) Given the product [O:29]1[C:24]2[CH:23]=[CH:22][C:21]([C:12]3[CH:13]=[CH:14][C:15]4[C:20](=[CH:19][CH:18]=[CH:17][CH:16]=4)[C:11]=3[CH:5]([OH:4])[C:6]([O:8][CH2:9][CH3:10])=[O:7])=[CH:30][C:25]=2[CH2:26][CH2:27][CH2:28]1, predict the reactants needed to synthesize it. The reactants are: COC[O:4][CH:5]([C:11]1[C:20]2[C:15](=[CH:16][CH:17]=[CH:18][CH:19]=2)[CH:14]=[CH:13][C:12]=1[C:21]1[CH:22]=[CH:23][C:24]2[O:29][CH2:28][CH2:27][CH2:26][C:25]=2[CH:30]=1)[C:6]([O:8][CH2:9][CH3:10])=[O:7].FC(F)(F)C(O)=O. (10) Given the product [CH3:1][C:2]1[CH:3]=[CH:4][C:5]([C:8]2[CH:13]=[CH:12][C:11]([CH2:14][NH:15][C:40]([C:35]3[N:36]([CH2:38][CH3:39])[CH:37]=[C:33]([NH:32][C:30]([C:25]4[C:24]([C:21]5[CH:20]=[CH:19][C:18]([C:17]([F:44])([F:16])[F:43])=[CH:23][CH:22]=5)=[CH:29][CH:28]=[CH:27][CH:26]=4)=[O:31])[CH:34]=3)=[O:41])=[CH:10][CH:9]=2)=[CH:6][CH:7]=1, predict the reactants needed to synthesize it. The reactants are: [CH3:1][C:2]1[CH:7]=[CH:6][C:5]([C:8]2[CH:13]=[CH:12][C:11]([CH2:14][NH2:15])=[CH:10][CH:9]=2)=[CH:4][CH:3]=1.[F:16][C:17]([F:44])([F:43])[C:18]1[CH:23]=[CH:22][C:21]([C:24]2[C:25]([C:30]([NH:32][C:33]3[CH:34]=[C:35]([C:40](O)=[O:41])[N:36]([CH2:38][CH3:39])[CH:37]=3)=[O:31])=[CH:26][CH:27]=[CH:28][CH:29]=2)=[CH:20][CH:19]=1.CN(C(ON1N=NC2C=CC=CC1=2)=[N+](C)C)C.[B-](F)(F)(F)F.C(N(C(C)C)C(C)C)C.